This data is from Forward reaction prediction with 1.9M reactions from USPTO patents (1976-2016). The task is: Predict the product of the given reaction. Given the reactants CO[C:3](=[C:10]([C:13]#[N:14])[C:11]#[N:12])[C:4]1[CH:9]=[CH:8][CH:7]=[CH:6][CH:5]=1.Cl.[CH2:16]([O:18][C:19](=[O:23])[CH2:20][CH2:21][NH2:22])[CH3:17], predict the reaction product. The product is: [NH2:14][C:13]1[C:10]([C:11]#[N:12])=[C:3]([C:4]2[CH:5]=[CH:6][CH:7]=[CH:8][CH:9]=2)[N:22]([CH2:21][CH2:20][C:19]([O:18][CH2:16][CH3:17])=[O:23])[C:20]=1[C:19]([O:18][CH3:16])=[O:23].